The task is: Binary Classification. Given a miRNA mature sequence and a target amino acid sequence, predict their likelihood of interaction.. This data is from Experimentally validated miRNA-target interactions with 360,000+ pairs, plus equal number of negative samples. (1) The protein sequence of the target gene is MALPPAAAPPAGAREPPGSRAAAAAAAPEPPLGLQQLSALQPEPGGVPLHSSWTFWLDRSLPGATAAECASNLKKIYTVQTVQIFWSVYNNIPPVTSLPLRCSYHLMRGERRPLWEEESNAKGGVWKMKVPKDSTSTVWKELLLATIGEQFTDCAAADDEVIGVSVSVRDREDVVQVWNVNASLVGEATVLEKIYELLPHITFKAVFYKPHEEHHAFEGGRGKH. The miRNA is mmu-miR-673-3p with sequence UCCGGGGCUGAGUUCUGUGCACC. Result: 0 (no interaction). (2) The miRNA is hsa-miR-6086 with sequence GGAGGUUGGGAAGGGCAGAG. The protein sequence of the target gene is MQSKPGRENEEEVNNHHAVQQPMMYAEPWWKNNSFGVVPQARPSGIPSNSSSLDCPNGSESNDVHSASEDGALNGENDGTWKDSQAATSSRSVDNHGMEGNDPALSIRNMHDQPLVQPPELVGHYIACVPNPYQDPYYGGLMGAYGHQQLGFRPYLGMPRERTALPLDMAQEPVYVNAKQYEGILRRRKARAKAELERKVIRDRKPYLHESRHKHAMRRARASGGRFAKKSEVEAGEDAGGRDRERGSATNSSGSEQVETDSNETLNSSGAP. Result: 0 (no interaction). (3) The miRNA is hsa-miR-10a-3p with sequence CAAAUUCGUAUCUAGGGGAAUA. The protein sequence of the target gene is MGKISSLPTQLFKCCFCDFLKVKMHTMSSSHLFYLALCLLTFTSSATAGPETLCGAELVDALQFVCGDRGFYFNKPTGYGSSSRRAPQTGIVDECCFRSCDLRRLEMYCAPLKPAKSARSVRAQRHTDMPKTQKYQPPSTNKNTKSQRRKGWPKTHPGGEQKEGTEASLQIRGKKKEQRREIGSRNAECRGKKGK. Result: 1 (interaction). (4) The miRNA is hsa-miR-302a-3p with sequence UAAGUGCUUCCAUGUUUUGGUGA. The protein sequence of the target gene is MEIGSAGPAGAQPLLMVPRRPGYGTMGKPIKLLANCFQVEIPKIDVYLYEVDIKPDKCPRRVNREVVDSMVQHFKVTIFGDRRPVYDGKRSLYTANPLPVATTGVDLDVTLPGEGGKDRPFKVSIKFVSRVSWHLLHEVLTGRTLPEPLELDKPISTNPVHAVDVVLRHLPSMKYTPVGRSFFSAPEGYDHPLGGGREVWFGFHQSVRPAMWKMMLNIDVSATAFYKAQPVIQFMCEVLDIHNIDEQPRPLTDSHRVKFTKEIKGLKVEVTHCGTMRRKYRVCNVTRRPASHQTFPLQLE.... Result: 1 (interaction). (5) The miRNA is hsa-miR-3194-3p with sequence AGCUCUGCUGCUCACUGGCAGU. The protein sequence of the target gene is MDRSLGWQGNSVPEDRTEAGIKRFLEDTTDDGELSKFVKDFSGNASCHPPEAKTWASRPQVPEPRPQAPDLYDDDLEFRPPSRPQSSDNQQYFCAPAPLSPSARPRSPWGKLDPYDSSEDDKEYVGFATLPNQVHRKSVKKGFDFTLMVAGESGLGKSTLVNSLFLTDLYRDRKLLGAEERIMQTVEITKHAVDIEEKGVRLRLTIVDTPGFGDAVNNTECWKPVAEYIDQQFEQYFRDESGLNRKNIQDNRVHCCLYFISPFGHGLRPLDVEFMKALHQRVNIVPILAKADTLTPPEVD.... Result: 1 (interaction). (6) The miRNA is hsa-miR-6731-5p with sequence UGGGAGAGCAGGGUAUUGUGGA. The protein sequence of the target gene is MSAFCLGLVGRASAPAEPDSACCMELPAAAGDAVRSPAAAAALIFPGGSGELELALEEELALLAAGERPSDPGEHPQAEPGSLAEGAGPQPPPSQDPELLSVIRQKEKDLVLAARLGKALLERNQDMSRQYEQMHKELTDKLEHLEQEKHELRRRFENREGEWEGRVSELESDVKQLQDELERQQIHLREADREKSRAVQELSEQNQRLLDQLSRASEVERQLSMQVHALREDFREKNSSTNQHIIRLESLQAEIKMLSDRKRELEHRLSATLEENDLLQGTVEELQDRVLILERQGHDK.... Result: 1 (interaction). (7) The miRNA is hsa-miR-3180-5p with sequence CUUCCAGACGCUCCGCCCCACGUCG. The protein sequence of the target gene is MRRKTRNFKHKTVKDNKVLTEGSDQESEKDNSQCCDPATNERVQAEKRQYVCTECGKAFSQSANLTVHERIHTGEKPYKCKECGKAFSHSSNLVVHRRIHTGLKPYTCSECGKSFSGKSHLIRHQGIHSGEKTYECKECGKAFSRSSGLISHHRVHTGEKPYSCIECGKAFSRSSNLTQHQRMHRGKKVYKCKECGKTCGSNTKIMDHQRIHTGEKPYECDECGKTFILRKTLNEHQRLHRREKPYKCNECGKAFTSNRNLVDHQRVHTGEKPYKCNECGKTFRQTSQVILHLRTHTKEK.... Result: 1 (interaction).